From a dataset of Catalyst prediction with 721,799 reactions and 888 catalyst types from USPTO. Predict which catalyst facilitates the given reaction. (1) Reactant: Cl.[CH3:2][C:3]([CH3:51])([CH2:49][CH3:50])[CH2:4][C:5]1[N:6]=[C:7]([CH2:29][CH:30]([NH:44][S:45]([CH3:48])(=[O:47])=[O:46])[C:31]2[CH:36]=[CH:35][C:34]([C:37]3[CH:42]=[CH:41][C:40]([F:43])=[CH:39][N:38]=3)=[CH:33][CH:32]=2)[N:8](C(C2C=CC=CC=2)(C2C=CC=CC=2)C2C=CC=CC=2)[CH:9]=1. Product: [CH3:2][C:3]([CH3:51])([CH2:49][CH3:50])[CH2:4][C:5]1[N:6]=[C:7]([CH2:29][CH:30]([NH:44][S:45]([CH3:48])(=[O:46])=[O:47])[C:31]2[CH:32]=[CH:33][C:34]([C:37]3[CH:42]=[CH:41][C:40]([F:43])=[CH:39][N:38]=3)=[CH:35][CH:36]=2)[NH:8][CH:9]=1. The catalyst class is: 169. (2) Reactant: [N:1]([C:4]1[C:5](=[O:15])[O:6][C:7]2[C:12]([CH:13]=1)=[CH:11][CH:10]=[C:9]([OH:14])[CH:8]=2)=[N+:2]=[N-:3].[C:16](OC(=O)C)(=[O:18])[CH3:17]. Product: [N:1]([C:4]1[C:5](=[O:15])[O:6][C:7]2[C:12]([CH:13]=1)=[CH:11][CH:10]=[C:9]([O:14][C:16](=[O:18])[CH3:17])[CH:8]=2)=[N+:2]=[N-:3]. The catalyst class is: 202. (3) Reactant: [NH2:1][N:2]1[C:11](=[O:12])[C:10]2[C:5](=[CH:6][CH:7]=[CH:8][CH:9]=2)[N:4]=[C:3]1[C:13]1[CH:18]=[CH:17][C:16]([F:19])=[CH:15][CH:14]=1.[Br:20][C:21]1[CH:29]=[CH:28][C:24]([C:25](Cl)=[O:26])=[CH:23][CH:22]=1. Product: [Br:20][C:21]1[CH:29]=[CH:28][C:24]([C:25]([NH:1][N:2]2[C:11](=[O:12])[C:10]3[C:5](=[CH:6][CH:7]=[CH:8][CH:9]=3)[N:4]=[C:3]2[C:13]2[CH:14]=[CH:15][C:16]([F:19])=[CH:17][CH:18]=2)=[O:26])=[CH:23][CH:22]=1. The catalyst class is: 4. (4) Reactant: [CH2:1]([N:8]1[CH:17]=[C:16]([CH2:18][C:19]2[C:27]3[C:22](=[CH:23][CH:24]=[C:25]([Cl:28])[CH:26]=3)[N:21]([CH2:29][C:30]([O:32]C)=[O:31])[C:20]=2[CH3:34])[C:15]2[C:10](=[CH:11][CH:12]=[CH:13][CH:14]=2)[C:9]1=[O:35])[C:2]1[CH:7]=[CH:6][CH:5]=[CH:4][CH:3]=1.C1COCC1.[OH-].[Li+].Cl. Product: [CH2:1]([N:8]1[CH:17]=[C:16]([CH2:18][C:19]2[C:27]3[C:22](=[CH:23][CH:24]=[C:25]([Cl:28])[CH:26]=3)[N:21]([CH2:29][C:30]([OH:32])=[O:31])[C:20]=2[CH3:34])[C:15]2[C:10](=[CH:11][CH:12]=[CH:13][CH:14]=2)[C:9]1=[O:35])[C:2]1[CH:3]=[CH:4][CH:5]=[CH:6][CH:7]=1. The catalyst class is: 72. (5) Reactant: [C:1]1([C@H:7]([NH:9][C:10]([NH:12][C:13]2[CH:22]=[C:21]3[NH:23][N:24]=[C:19]4[C:20]3=[C:15]([CH2:16][CH2:17][NH:18]4)[N:14]=2)=[O:11])[CH3:8])[CH:6]=[CH:5][CH:4]=[CH:3][CH:2]=1.C(N(CC)CC)C.[C:32](Cl)(=[O:34])[CH3:33]. Product: [C:32]([N:18]1[CH2:17][CH2:16][C:15]2[N:14]=[C:13]([NH:12][C:10]([NH:9][C@@H:7]([C:1]3[CH:2]=[CH:3][CH:4]=[CH:5][CH:6]=3)[CH3:8])=[O:11])[CH:22]=[C:21]3[NH:23][N:24]=[C:19]1[C:20]=23)(=[O:34])[CH3:33]. The catalyst class is: 2. (6) Reactant: F[B-](F)(F)F.[O:6]=[N+:7]=[O:8].[S:9]1[C:13]([C:14]2[CH:19]=[CH:18][N:17]=[C:16]([S:20]([CH3:23])(=[O:22])=[O:21])[N:15]=2)=[CH:12][C:11]2[CH:24]=[CH:25][CH:26]=[CH:27][C:10]1=2. Product: [CH3:23][S:20]([C:16]1[N:15]=[C:14]([C:13]2[S:9][C:10]3[CH:27]=[CH:26][CH:25]=[CH:24][C:11]=3[C:12]=2[N+:7]([O-:8])=[O:6])[CH:19]=[CH:18][N:17]=1)(=[O:21])=[O:22]. The catalyst class is: 10. (7) Reactant: [Si]([O:8][CH2:9][CH2:10][C@@H:11]1[NH:25][C:24](=[O:26])[N:23]([CH3:27])[CH2:22][CH2:21][CH2:20][CH2:19][CH:18]=[CH:17][C@H:16]2[C@@:14]([C:28]([O:30][CH2:31][CH3:32])=[O:29])([CH2:15]2)[NH:13][C:12]1=[O:33])(C(C)(C)C)(C)C.CCCC[N+](CCCC)(CCCC)CCCC.[F-]. Product: [OH:8][CH2:9][CH2:10][C@@H:11]1[NH:25][C:24](=[O:26])[N:23]([CH3:27])[CH2:22][CH2:21][CH2:20][CH2:19][CH:18]=[CH:17][C@H:16]2[C@@:14]([C:28]([O:30][CH2:31][CH3:32])=[O:29])([CH2:15]2)[NH:13][C:12]1=[O:33]. The catalyst class is: 1.